This data is from Reaction yield outcomes from USPTO patents with 853,638 reactions. The task is: Predict the reaction yield, written as a fraction of the theoretical maximum amount of product (1.0 means a 100% yield; for example, 0.34 means a 34% yield). (1) The product is [CH:13]1([C:17](=[O:16])[CH2:7][C:2]2[CH:3]=[CH:4][CH:5]=[CH:6][N:1]=2)[CH2:14][CH2:15][CH2:9][CH2:8]1. The yield is 0.770. No catalyst specified. The reactants are [N:1]1[CH:6]=[CH:5][CH:4]=[CH:3][C:2]=1[CH3:7].[CH2:8]([Li])[CH2:9]CC.[CH2:13]1[CH2:17][O:16][CH2:15][CH2:14]1. (2) The reactants are [OH:1][C:2]1[CH:9]=[CH:8][C:5]([CH:6]=[O:7])=[CH:4][C:3]=1[N+:10]([O-:12])=[O:11].[CH2:13](O)[CH2:14][OH:15].C1(C)C=CC(S([O-])(=O)=O)=CC=1.[NH+]1C=CC=CC=1. The catalyst is C1(C)C=CC=CC=1. The product is [O:7]1[CH2:13][CH2:14][O:15][CH:6]1[C:5]1[CH:8]=[CH:9][C:2]([OH:1])=[C:3]([N+:10]([O-:12])=[O:11])[CH:4]=1. The yield is 0.830. (3) The reactants are [CH2:1]([C@@H:5]1[NH:10][CH2:9][C@H:8]([CH2:11][CH:12]([CH3:14])[CH3:13])[NH:7][C:6]1=[O:15])[CH:2]([CH3:4])[CH3:3].[CH3:16][O:17][C:18]1[CH:19]=[C:20]2[C:28](=[CH:29][CH:30]=1)[C:27]1[O:26][N:25]=[C:24]([C:31](O)=[O:32])[C:23]=1[CH2:22][CH2:21]2.C([C@@H]1N(C([C@@H]2C[C@H]2C2C=CC=CC=2)=O)C[C@H](CC(C)C)NC1=O)C(C)C. No catalyst specified. The product is [CH2:1]([C@@H:5]1[N:10]([C:31]([C:24]2[C:23]3[CH2:22][CH2:21][C:20]4[C:28]([C:27]=3[O:26][N:25]=2)=[CH:29][CH:30]=[C:18]([O:17][CH3:16])[CH:19]=4)=[O:32])[CH2:9][C@H:8]([CH2:11][CH:12]([CH3:14])[CH3:13])[NH:7][C:6]1=[O:15])[CH:2]([CH3:4])[CH3:3]. The yield is 0.640. (4) The reactants are [Cl:1][C:2]1[N:7]=[CH:6][C:5]([S:8](Cl)(=[O:10])=[O:9])=[CH:4][CH:3]=1.[CH3:12][NH:13][CH3:14].CCN(CC)CC. The catalyst is C1COCC1.CCOC(C)=O. The product is [Cl:1][C:2]1[N:7]=[CH:6][C:5]([S:8]([N:13]([CH3:14])[CH3:12])(=[O:10])=[O:9])=[CH:4][CH:3]=1. The yield is 0.950. (5) The reactants are [CH3:1][O:2][C:3]1[CH:4]=[C:5]2[C:9](=[CH:10][CH:11]=1)[NH:8][C:7](=[O:12])[C@:6]12[CH2:14][C@H:13]1[C:15]1[CH:23]=[C:22]2[C:18]([C:19]([C:32]3[CH:33]=[N:34][C:35]([N:38]4[CH2:43][CH2:42][O:41][CH2:40][CH2:39]4)=[CH:36][CH:37]=3)=[N:20][N:21]2COCC[Si](C)(C)C)=[CH:17][CH:16]=1.CCCC[N+](CCCC)(CCCC)CCCC.[F-]. The catalyst is C1COCC1.CCOC(C)=O. The product is [CH3:1][O:2][C:3]1[CH:4]=[C:5]2[C:9](=[CH:10][CH:11]=1)[NH:8][C:7](=[O:12])[C@:6]12[CH2:14][C@H:13]1[C:15]1[CH:23]=[C:22]2[C:18]([C:19]([C:32]3[CH:33]=[N:34][C:35]([N:38]4[CH2:43][CH2:42][O:41][CH2:40][CH2:39]4)=[CH:36][CH:37]=3)=[N:20][NH:21]2)=[CH:17][CH:16]=1. The yield is 0.130. (6) The reactants are [CH3:1][N:2]1[CH2:7][CH2:6][N:5]([CH:8]([C:12]2[CH:17]=[CH:16][CH:15]=[CH:14][CH:13]=2)[C:9]([OH:11])=[O:10])[CH2:4][C:3]1=[O:18].C1CCC(N=C=NC2CCCCC2)CC1.C1C=CC2N(O)N=NC=2C=1.[N:44]12[CH2:51][CH2:50][CH:47]([CH2:48][CH2:49]1)[C@@H:46](O)[CH2:45]2. The catalyst is C1COCC1. The product is [CH3:1][N:2]1[CH2:7][CH2:6][N:5]([CH:8]([C:12]2[CH:17]=[CH:16][CH:15]=[CH:14][CH:13]=2)[C:9]([O:11][C@@H:46]2[CH:47]3[CH2:50][CH2:51][N:44]([CH2:49][CH2:48]3)[CH2:45]2)=[O:10])[CH2:4][C:3]1=[O:18]. The yield is 0.541.